The task is: Regression. Given two drug SMILES strings and cell line genomic features, predict the synergy score measuring deviation from expected non-interaction effect.. This data is from NCI-60 drug combinations with 297,098 pairs across 59 cell lines. (1) Drug 1: CN(C)C1=NC(=NC(=N1)N(C)C)N(C)C. Drug 2: CN1C2=C(C=C(C=C2)N(CCCl)CCCl)N=C1CCCC(=O)O.Cl. Cell line: NCI-H460. Synergy scores: CSS=-3.44, Synergy_ZIP=0.601, Synergy_Bliss=-1.89, Synergy_Loewe=-4.58, Synergy_HSA=-4.41. (2) Cell line: NCI-H460. Synergy scores: CSS=-0.475, Synergy_ZIP=-0.0336, Synergy_Bliss=0.224, Synergy_Loewe=-2.85, Synergy_HSA=-2.75. Drug 1: CC(C)(C#N)C1=CC(=CC(=C1)CN2C=NC=N2)C(C)(C)C#N. Drug 2: C(CCl)NC(=O)N(CCCl)N=O. (3) Drug 1: COC1=C(C=C2C(=C1)N=CN=C2NC3=CC(=C(C=C3)F)Cl)OCCCN4CCOCC4. Drug 2: C1=NC(=NC(=O)N1C2C(C(C(O2)CO)O)O)N. Cell line: HCT-15. Synergy scores: CSS=43.2, Synergy_ZIP=-2.68, Synergy_Bliss=2.54, Synergy_Loewe=1.55, Synergy_HSA=1.71.